Dataset: CYP2C9 inhibition data for predicting drug metabolism from PubChem BioAssay. Task: Regression/Classification. Given a drug SMILES string, predict its absorption, distribution, metabolism, or excretion properties. Task type varies by dataset: regression for continuous measurements (e.g., permeability, clearance, half-life) or binary classification for categorical outcomes (e.g., BBB penetration, CYP inhibition). Dataset: cyp2c9_veith. (1) The compound is O=c1cc(N2CCC(Cc3ccccc3)CC2)[nH]c(=O)n1C1CCCCC1. The result is 1 (inhibitor). (2) The compound is Cc1cccc(C(=O)N2CCN(c3ccc([N+](=O)[O-])c(NCc4ccco4)c3)CC2)c1. The result is 1 (inhibitor). (3) The molecule is COc1ccc(C2C(=O)N(C3CCCCCC3)CC(=O)N2Cc2ccccc2)cc1OC. The result is 1 (inhibitor). (4) The drug is CC(CCc1ccccc1)NC(=O)/C=C/c1ccccc1. The result is 1 (inhibitor). (5) The compound is O=C(NCc1ccco1)c1ccccc1NS(=O)(=O)c1ccc(Br)s1. The result is 1 (inhibitor).